This data is from Reaction yield outcomes from USPTO patents with 853,638 reactions. The task is: Predict the reaction yield, written as a fraction of the theoretical maximum amount of product (1.0 means a 100% yield; for example, 0.34 means a 34% yield). (1) The reactants are [CH3:1][C:2]1[CH:10]=[CH:9][CH:8]=[CH:7][C:3]=1[C:4]([OH:6])=[O:5].[Br:11]Br. The catalyst is [Fe].O. The product is [Br:11][C:8]1[CH:9]=[CH:10][C:2]([CH3:1])=[C:3]([CH:7]=1)[C:4]([OH:6])=[O:5]. The yield is 0.190. (2) The reactants are [Cl:1][C:2]1[CH:7]=[CH:6][N:5]2[C:8]([CH2:11][C:12]([F:15])([F:14])[F:13])=[CH:9][N:10]=[C:4]2[C:3]=1I.[C:17]([Zn]C#N)#[N:18]. The catalyst is CN(C=O)C.C1C=CC([P]([Pd]([P](C2C=CC=CC=2)(C2C=CC=CC=2)C2C=CC=CC=2)([P](C2C=CC=CC=2)(C2C=CC=CC=2)C2C=CC=CC=2)[P](C2C=CC=CC=2)(C2C=CC=CC=2)C2C=CC=CC=2)(C2C=CC=CC=2)C2C=CC=CC=2)=CC=1. The product is [Cl:1][C:2]1[CH:7]=[CH:6][N:5]2[C:8]([CH2:11][C:12]([F:15])([F:14])[F:13])=[CH:9][N:10]=[C:4]2[C:3]=1[C:17]#[N:18]. The yield is 0.860. (3) The reactants are [C:1]([O:10]C)(=O)[C:2]1[C:3](=[CH:5][CH:6]=[CH:7][CH:8]=1)[SH:4].[C:12]([C:14]1[CH:19]=[CH:18][CH:17]=[CH:16][N:15]=1)#[N:13].C(N(CC)CC)C. The catalyst is C1(C)C=CC=CC=1. The product is [N:15]1[CH:16]=[CH:17][CH:18]=[CH:19][C:14]=1[C:12]1[S:4][C:3]2[CH:5]=[CH:6][CH:7]=[CH:8][C:2]=2[C:1](=[O:10])[N:13]=1. The yield is 0.434. (4) The reactants are [CH3:1][O:2][C:3]1[CH:4]=[C:5]2[C:10](=[CH:11][CH:12]=1)[N:9]=[CH:8][C:7]([C:13]([OH:15])=[O:14])=[CH:6]2.O[CH2:17][C@H:18]1[CH2:23][CH2:22][C@H:21]([NH:24][C:25]([C:27]2[CH:28]=[CH:29][C:30]3[S:35][CH2:34][C:33](=[O:36])[NH:32][C:31]=3[CH:37]=2)=[O:26])[CH2:20][CH2:19]1.Cl.CN(C)CCCN=C=NCC. The catalyst is CN(C)C=O.CN(C)C1C=CN=CC=1. The product is [O:36]=[C:33]1[NH:32][C:31]2[CH:37]=[C:27]([C:25]([NH:24][C@H:21]3[CH2:22][CH2:23][C@H:18]([CH2:17][O:14][C:13]([C:7]4[CH:8]=[N:9][C:10]5[C:5]([CH:6]=4)=[CH:4][C:3]([O:2][CH3:1])=[CH:12][CH:11]=5)=[O:15])[CH2:19][CH2:20]3)=[O:26])[CH:28]=[CH:29][C:30]=2[S:35][CH2:34]1. The yield is 0.100. (5) The reactants are [O:1]1[C:9]2[C:4](=[N:5][C:6]([C:10]([O:12][CH2:13][CH3:14])=[O:11])=[CH:7][CH:8]=2)[CH:3]=[CH:2]1.[Br:15]Br. The catalyst is ClCCl. The product is [Br:15][C:3]1[C:4]2=[N:5][C:6]([C:10]([O:12][CH2:13][CH3:14])=[O:11])=[CH:7][CH:8]=[C:9]2[O:1][CH:2]=1. The yield is 0.360. (6) The reactants are [CH3:1][O:2][C:3]1[CH:4]=[C:5]([N:12]2[CH2:17][CH2:16][CH:15]([OH:18])[CH2:14][CH2:13]2)[CH:6]=[CH:7][C:8]=1[N+:9]([O-:11])=[O:10].[H-].[Na+].[CH3:21][O:22][CH2:23][CH2:24]Br.[Cl-].[NH4+]. The catalyst is CN(C)C=O.O. The product is [CH3:21][O:22][CH2:23][CH2:24][O:18][CH:15]1[CH2:16][CH2:17][N:12]([C:5]2[CH:6]=[CH:7][C:8]([N+:9]([O-:11])=[O:10])=[C:3]([O:2][CH3:1])[CH:4]=2)[CH2:13][CH2:14]1. The yield is 0.290.